This data is from Forward reaction prediction with 1.9M reactions from USPTO patents (1976-2016). The task is: Predict the product of the given reaction. (1) Given the reactants [Cl:1][C:2]1[CH:3]=[N:4][N:5]([CH3:41])[C:6]=1[C:7]1[CH:8]=[C:9]([C:14]([NH:16][C@@H:17]([CH2:30][C:31]2[CH:36]=[CH:35][CH:34]=[CH:33][C:32]=2[C:37]([F:40])([F:39])[F:38])[CH2:18][N:19]2C(=O)C3C(=CC=CC=3)C2=O)=[O:15])[S:10][C:11]=1[CH2:12][CH3:13].NN, predict the reaction product. The product is: [NH2:19][CH2:18][C@@H:17]([NH:16][C:14]([C:9]1[S:10][C:11]([CH2:12][CH3:13])=[C:7]([C:6]2[N:5]([CH3:41])[N:4]=[CH:3][C:2]=2[Cl:1])[CH:8]=1)=[O:15])[CH2:30][C:31]1[CH:36]=[CH:35][CH:34]=[CH:33][C:32]=1[C:37]([F:40])([F:39])[F:38]. (2) Given the reactants [N+:1]([O:4][CH2:5][C:6]([CH2:14][O:15][N+:16]([O-:18])=[O:17])([CH2:9][O:10][N+:11]([O-:13])=[O:12])[CH2:7][OH:8])([O-:3])=[O:2].[N:19]([S:21][C:22]1([CH2:32][C:33](O)=[O:34])[CH:29]2[CH2:30][CH:25]3[CH2:26][CH:27]([CH2:31][CH:23]1[CH2:24]3)[CH2:28]2)=[O:20].Cl.CN(C)CCCN=C=NCC, predict the reaction product. The product is: [N:19]([S:21][C:22]1([CH2:32][C:33]([O:8][CH2:7][C:6]([CH2:9][O:10][N+:11]([O-:13])=[O:12])([CH2:14][O:15][N+:16]([O-:18])=[O:17])[CH2:5][O:4][N+:1]([O-:3])=[O:2])=[O:34])[CH:29]2[CH2:30][CH:25]3[CH2:26][CH:27]([CH2:31][CH:23]1[CH2:24]3)[CH2:28]2)=[O:20]. (3) Given the reactants [CH2:1]([O:3][C:4](=[O:18])[CH2:5][C:6]1[N:14]2[C:9]([CH:10]=[C:11]([C:15]#[N:16])[CH:12]=[CH:13]2)=[CH:8][C:7]=1[CH3:17])[CH3:2].[CH3:19][NH:20][S:21]([C:24]1[CH:29]=[CH:28][C:27]([S:30][S:30][C:27]2[CH:26]=[CH:25][C:24]([S:21]([NH:20][CH3:19])(=[O:23])=[O:22])=[CH:29][CH:28]=2)=[CH:26][CH:25]=1)(=[O:23])=[O:22], predict the reaction product. The product is: [CH2:1]([O:3][C:4](=[O:18])[CH2:5][C:6]1[N:14]2[C:9]([CH:10]=[C:11]([C:15]#[N:16])[CH:12]=[CH:13]2)=[C:8]([S:30][C:27]2[CH:26]=[CH:25][C:24]([S:21](=[O:23])(=[O:22])[NH:20][CH3:19])=[CH:29][CH:28]=2)[C:7]=1[CH3:17])[CH3:2]. (4) Given the reactants [Cl:1][C:2]1[CH:7]=[C:6]([O:8][C:9]2[C:18]3[C:13](=[CH:14][C:15]([OH:21])=[C:16]([O:19][CH3:20])[CH:17]=3)[N:12]=[CH:11][CH:10]=2)[CH:5]=[CH:4][C:3]=1[NH:22][C:23]([NH:25][CH2:26][CH2:27][CH3:28])=[O:24].C(=O)([O-])[O-].[K+].[K+].[Br:35][CH2:36][CH2:37]Br.O, predict the reaction product. The product is: [Br:35][CH2:36][CH2:37][O:21][C:15]1[CH:14]=[C:13]2[C:18]([C:9]([O:8][C:6]3[CH:5]=[CH:4][C:3]([NH:22][C:23]([NH:25][CH2:26][CH2:27][CH3:28])=[O:24])=[C:2]([Cl:1])[CH:7]=3)=[CH:10][CH:11]=[N:12]2)=[CH:17][C:16]=1[O:19][CH3:20]. (5) Given the reactants [CH2:1]([N:5]([S:15]([C:18]1[CH:23]=[CH:22][C:21]([CH3:24])=[CH:20][CH:19]=1)(=[O:17])=[O:16])[C@H:6]([C:12]([OH:14])=[O:13])[CH2:7][CH2:8][CH2:9][CH2:10][NH2:11])[CH:2]([CH3:4])[CH3:3].[CH3:25][C:26]1[CH:31]=[CH:30][C:29]([S:32]([NH:35][C@H:36]([C:41](O)=[O:42])[CH2:37][C:38](=[O:40])[NH2:39])(=[O:34])=[O:33])=[CH:28][CH:27]=1, predict the reaction product. The product is: [CH3:25][C:26]1[CH:31]=[CH:30][C:29]([S:32]([NH:35][C@H:36]([C:41]([NH:11][CH2:10][CH2:9][CH2:8][CH2:7][C@H:6]([N:5]([S:15]([C:18]2[CH:23]=[CH:22][C:21]([CH3:24])=[CH:20][CH:19]=2)(=[O:17])=[O:16])[CH2:1][CH:2]([CH3:3])[CH3:4])[C:12]([OH:14])=[O:13])=[O:42])[CH2:37][C:38]([NH2:39])=[O:40])(=[O:33])=[O:34])=[CH:28][CH:27]=1.